Task: Predict the product of the given reaction.. Dataset: Forward reaction prediction with 1.9M reactions from USPTO patents (1976-2016) (1) The product is: [CH:1]([S:4][C:5]1[C:6]([CH2:7][OH:8])=[CH:10][CH:11]=[CH:12][N:13]=1)([CH3:3])[CH3:2]. Given the reactants [CH:1]([S:4][C:5]1[N:13]=[CH:12][CH:11]=[CH:10][C:6]=1[C:7](O)=[O:8])([CH3:3])[CH3:2].[H-].[H-].[H-].[H-].[Li+].[Al+3].S([O-])([O-])(=O)=O.[Na+].[Na+].CCOC(C)=O, predict the reaction product. (2) Given the reactants [H-].[Na+].C(O)CCC.[C:8]([NH2:14])(=[O:13])[CH2:9][C:10]([NH2:12])=[O:11].C(O[C:18](=O)[C:19]([F:22])([F:21])[F:20])C, predict the reaction product. The product is: [F:20][C:19]([F:22])([F:21])[C:18]1[N:12]=[C:10]([OH:11])[CH:9]=[C:8]([OH:13])[N:14]=1. (3) Given the reactants [C:1]([C:5]1[CH:10]=[CH:9][C:8]([S:11]([NH:14][C:15]2[C:25](B3OC(C)(C)C(C)(C)O3)=[CH:24][C:18]3[O:19][C:20]([F:23])([F:22])[O:21][C:17]=3[CH:16]=2)(=[O:13])=[O:12])=[CH:7][C:6]=1[F:35])([CH3:4])([CH3:3])[CH3:2].C[O:37][C:38]([C:40]1[CH:41]=[CH:42][C:43](Br)=[C:44]2[C:49]=1[N:48]=[CH:47][CH:46]=[CH:45]2)=[O:39].C([O-])([O-])=O.[K+].[K+].O[Li].O, predict the reaction product. The product is: [C:1]([C:5]1[CH:10]=[CH:9][C:8]([S:11]([NH:14][C:15]2[C:25]([C:43]3[CH:42]=[CH:41][C:40]([C:38]([OH:39])=[O:37])=[C:49]4[C:44]=3[CH:45]=[CH:46][CH:47]=[N:48]4)=[CH:24][C:18]3[O:19][C:20]([F:22])([F:23])[O:21][C:17]=3[CH:16]=2)(=[O:12])=[O:13])=[CH:7][C:6]=1[F:35])([CH3:3])([CH3:4])[CH3:2]. (4) Given the reactants [NH2:1][CH2:2][CH2:3][CH2:4][CH2:5][N:6]1[C:18]2[C:17]3[CH:16]=[CH:15][CH:14]=[CH:13][C:12]=3[N:11]=[C:10]([NH2:19])[C:9]=2[N:8]=[C:7]1[CH2:20][CH2:21][O:22][CH3:23].[N:24]1[C:33]2[C:28](=[CH:29][CH:30]=[CH:31][CH:32]=2)[N:27]=[CH:26][C:25]=1[C:34](O)=[O:35], predict the reaction product. The product is: [NH2:19][C:10]1[C:9]2[N:8]=[C:7]([CH2:20][CH2:21][O:22][CH3:23])[N:6]([CH2:5][CH2:4][CH2:3][CH2:2][NH:1][C:34]([C:25]3[CH:26]=[N:27][C:28]4[C:33](=[CH:32][CH:31]=[CH:30][CH:29]=4)[N:24]=3)=[O:35])[C:18]=2[C:17]2[CH:16]=[CH:15][CH:14]=[CH:13][C:12]=2[N:11]=1.